Dataset: NCI-60 drug combinations with 297,098 pairs across 59 cell lines. Task: Regression. Given two drug SMILES strings and cell line genomic features, predict the synergy score measuring deviation from expected non-interaction effect. Drug 1: C1=CC(=CC=C1CCC2=CNC3=C2C(=O)NC(=N3)N)C(=O)NC(CCC(=O)O)C(=O)O. Drug 2: C1=C(C(=O)NC(=O)N1)F. Cell line: K-562. Synergy scores: CSS=54.6, Synergy_ZIP=-4.11, Synergy_Bliss=-4.49, Synergy_Loewe=1.78, Synergy_HSA=3.77.